This data is from Drug-target binding data from BindingDB using Ki measurements. The task is: Regression. Given a target protein amino acid sequence and a drug SMILES string, predict the binding affinity score between them. We predict pKi (pKi = -log10(Ki in M); higher means stronger inhibition). Dataset: bindingdb_ki. (1) The compound is CNC(=NC#N)NCCSCc1[nH]cnc1C. The target protein (Q9R0W2) has sequence MSTVDDILEHIGEFHLFQKQTFFLLALLSGAFTPIYVGIVFLGFTPDHHCWSPGAAKLSQRCGWSQAEELNYTVPGLGPSDEASFLSQCMRYEVDWNQSTLDCVDPLSSLAADRNQLPLGPCEHGWVYNTPGSSIVTEFNLVCAHSWMLDLFQSVVNVGFFIGAMMIGYLADRFGRKFCLLVTILINAISGALMAISPNYAWMLVFRFLQGLVSKAGWLIGYILITEFVGLGYRRMVGICYQIAFTVGLLILAGVAYVIPNWRWLQFAVTLPNFCFLLYFWCIPESPRWLISQNKIVKAMKIIKHIAKKNGKSVPVSLQNLTPDEDAGKKLNPSFLDLVRTPQIRKHTLILMYNWFTSSVLYQGLIMHMGLAGDNIYLDFFYSALVEFPAAFIIILTIDRVGRRYPWAVSNMVAGAACLASVFIPDDLQWLKITIACLGRMGITMAYEMVCLVNAELYPTYIRNLGVLVCSSMCDIGGIITPFLVYRLTDIWMEFPLVVF.... The pKi is 3.7. (2) The compound is CN[C@H]1CC[C@H](c2ccc(Cl)c(Cl)c2)c2ccccc21. The target is MLLARMKPQVQPELGGADQ. The pKi is 7.3.